Dataset: Forward reaction prediction with 1.9M reactions from USPTO patents (1976-2016). Task: Predict the product of the given reaction. (1) Given the reactants [CH3:1][O:2][C:3](=[O:14])[CH2:4][NH:5][C:6]([CH3:13])([CH3:12])[CH2:7][C:8]([O:10][CH3:11])=[O:9].C([O-])(O)=O.[Na+].[CH2:20]([O:27][C:28](Cl)=[O:29])[C:21]1[CH:26]=[CH:25][CH:24]=[CH:23][CH:22]=1, predict the reaction product. The product is: [CH2:20]([O:27][C:28]([N:5]([CH2:4][C:3]([O:2][CH3:1])=[O:14])[C:6]([CH3:12])([CH3:13])[CH2:7][C:8]([O:10][CH3:11])=[O:9])=[O:29])[C:21]1[CH:26]=[CH:25][CH:24]=[CH:23][CH:22]=1. (2) Given the reactants [CH2:1]([O:8][CH2:9][CH2:10][O:11][C:12]1[CH:17]=[CH:16][C:15]([CH2:18]O)=[CH:14][C:13]=1[O:20][C:21]([CH3:24])([CH3:23])[CH3:22])[C:2]1[CH:7]=[CH:6][CH:5]=[CH:4][CH:3]=1.[Br:25]C(Br)(Br)Br.C1(P(C2C=CC=CC=2)C2C=CC=CC=2)C=CC=CC=1, predict the reaction product. The product is: [CH2:1]([O:8][CH2:9][CH2:10][O:11][C:12]1[CH:17]=[CH:16][C:15]([CH2:18][Br:25])=[CH:14][C:13]=1[O:20][C:21]([CH3:24])([CH3:23])[CH3:22])[C:2]1[CH:7]=[CH:6][CH:5]=[CH:4][CH:3]=1. (3) Given the reactants [NH2:1][C:2]1[CH:16]=[CH:15][CH:14]=[CH:13][C:3]=1[C:4]([NH:6][C:7]1[CH:12]=[CH:11][CH:10]=[CH:9][N:8]=1)=[O:5].[CH2:17](OC(OCC)(OCC)C)[CH3:18], predict the reaction product. The product is: [CH3:17][C:18]1[N:6]([C:7]2[CH:12]=[CH:11][CH:10]=[CH:9][N:8]=2)[C:4](=[O:5])[C:3]2[C:2](=[CH:16][CH:15]=[CH:14][CH:13]=2)[N:1]=1. (4) The product is: [NH2:17][C:13]1[N:12]=[C:11]([N:8]2[C:9]3[C:5](=[CH:4][C:3]([F:19])=[C:2]([C:28]#[C:27][C@:25]([C:21]4[S:20][CH:24]=[CH:23][N:22]=4)([OH:29])[CH3:26])[CH:10]=3)[C:6]([CH3:18])=[N:7]2)[CH:16]=[CH:15][N:14]=1. Given the reactants Br[C:2]1[CH:10]=[C:9]2[C:5]([C:6]([CH3:18])=[N:7][N:8]2[C:11]2[CH:16]=[CH:15][N:14]=[C:13]([NH2:17])[N:12]=2)=[CH:4][C:3]=1[F:19].[S:20]1[CH:24]=[CH:23][N:22]=[C:21]1[C@:25]([OH:29])([C:27]#[CH:28])[CH3:26], predict the reaction product. (5) The product is: [CH2:1]([N:3]1[C:11]2[C:6](=[CH:7][C:8]([C:16]3[C:25]([N:26]([CH:28]([CH3:30])[CH3:29])[CH3:27])=[N:24][C:23]4[C:18](=[CH:19][CH:20]=[C:21]([C:31]([O:33][CH3:34])=[O:32])[CH:22]=4)[N:17]=3)=[CH:9][CH:10]=2)[CH:5]=[N:4]1)[CH3:2]. Given the reactants [CH2:1]([N:3]1[C:11]2[C:6](=[CH:7][C:8](B(O)O)=[CH:9][CH:10]=2)[CH:5]=[N:4]1)[CH3:2].Cl[C:16]1[C:25]([N:26]([CH:28]([CH3:30])[CH3:29])[CH3:27])=[N:24][C:23]2[C:18](=[CH:19][CH:20]=[C:21]([C:31]([O:33][CH3:34])=[O:32])[CH:22]=2)[N:17]=1.[O-]P([O-])([O-])=O.[K+].[K+].[K+], predict the reaction product. (6) Given the reactants [NH2:1][CH2:2][CH2:3][OH:4].C(N(CC)CC)C.[CH3:12][C:13]([Si:16](Cl)([CH3:18])[CH3:17])([CH3:15])[CH3:14], predict the reaction product. The product is: [Si:16]([O:4][CH2:3][CH2:2][NH2:1])([C:13]([CH3:15])([CH3:14])[CH3:12])([CH3:18])[CH3:17]. (7) Given the reactants [CH3:1][O:2][C:3]1[CH:8]=[CH:7][C:6]([NH:9]N)=[C:5]([CH3:11])[CH:4]=1.O.Cl.[NH:14]1[CH2:19][CH2:18][C:17](=O)[CH2:16][CH2:15]1.Cl, predict the reaction product. The product is: [CH3:1][O:2][C:3]1[CH:4]=[C:5]([CH3:11])[C:6]2[NH:9][C:17]3[CH2:16][CH2:15][NH:14][CH2:19][C:18]=3[C:7]=2[CH:8]=1. (8) Given the reactants C([O:8][C:9]1[N:14]=[C:13]2[N:15]([C:19]3[CH:24]=[CH:23][CH:22]=[CH:21][C:20]=3[Cl:25])[C:16](=O)[NH:17][C:12]2=[CH:11][CH:10]=1)C1C=CC=CC=1.O=P(Cl)(Cl)[Cl:28], predict the reaction product. The product is: [Cl:28][C:16]1[N:15]([C:19]2[CH:24]=[CH:23][CH:22]=[CH:21][C:20]=2[Cl:25])[C:13]2=[N:14][C:9]([OH:8])=[CH:10][CH:11]=[C:12]2[N:17]=1. (9) Given the reactants [CH2:1]([N:3]1[CH2:8][CH2:7][N:6]([C:9]([C:11]2[CH:12]=[CH:13][C:14]([N:17]3[C:21]([O:22]C)=[C:20]([C:24]4[CH:31]=[CH:30][C:27]([C:28]#[N:29])=[C:26]([F:32])[C:25]=4[CH3:33])[CH:19]=[N:18]3)=[N:15][CH:16]=2)=[O:10])[CH2:5][CH2:4]1)[CH3:2].CC(N(C)C)=O.[Cl-].[Li+], predict the reaction product. The product is: [CH2:1]([N:3]1[CH2:8][CH2:7][N:6]([C:9]([C:11]2[CH:12]=[CH:13][C:14]([N:17]3[C:21]([OH:22])=[C:20]([C:24]4[CH:31]=[CH:30][C:27]([C:28]#[N:29])=[C:26]([F:32])[C:25]=4[CH3:33])[CH:19]=[N:18]3)=[N:15][CH:16]=2)=[O:10])[CH2:5][CH2:4]1)[CH3:2].